From a dataset of Full USPTO retrosynthesis dataset with 1.9M reactions from patents (1976-2016). Predict the reactants needed to synthesize the given product. (1) Given the product [CH:4]1[C:5]2[C:9]3[CH:10]=[CH:11][CH:12]=[CH:13][C:8]=3[O:7][C:6]=2[CH:14]=[CH:2][C:3]=1[B:20]([OH:23])[OH:21], predict the reactants needed to synthesize it. The reactants are: Br[C:2]1[CH:3]=[CH:4][C:5]2[C:9]3[CH:10]=[CH:11][CH:12]=[CH:13][C:8]=3[O:7][C:6]=2[CH:14]=1.C([Li])CCC.[B:20](OC)([O:23]C)[O:21]C.Cl. (2) Given the product [C:23]1([O:22][C:20](=[O:21])[NH:12][C:8]2[CH:7]=[C:6]([C:5]3[O:1][CH:2]=[N:3][CH:4]=3)[CH:11]=[CH:10][N:9]=2)[CH:28]=[CH:27][CH:26]=[CH:25][CH:24]=1, predict the reactants needed to synthesize it. The reactants are: [O:1]1[C:5]([C:6]2[CH:11]=[CH:10][N:9]=[C:8]([NH2:12])[CH:7]=2)=[CH:4][N:3]=[CH:2]1.N1C=CC=CC=1.Cl[C:20]([O:22][C:23]1[CH:28]=[CH:27][CH:26]=[CH:25][CH:24]=1)=[O:21].O. (3) Given the product [CH2:20]([O:22][C:23](=[O:24])[C:25]1[CH:30]=[CH:29][C:28]([C:17]2[CH:16]=[N:15][C:11]3[NH:12][CH2:13][CH2:14][N:9]([CH2:8][C:7]4[C:2]([Cl:1])=[N:3][CH:4]=[CH:5][CH:6]=4)[C:10]=3[CH:18]=2)=[CH:27][CH:26]=1)[CH3:21], predict the reactants needed to synthesize it. The reactants are: [Cl:1][C:2]1[C:7]([CH2:8][N:9]2[CH2:14][CH2:13][NH:12][C:11]3[N:15]=[CH:16][C:17](I)=[CH:18][C:10]2=3)=[CH:6][CH:5]=[CH:4][N:3]=1.[CH2:20]([O:22][C:23]([C:25]1[CH:30]=[CH:29][C:28](B(O)O)=[CH:27][CH:26]=1)=[O:24])[CH3:21]. (4) Given the product [N+:11]([C:5]1[CH:4]=[CH:3][C:2]([N:14]2[CH2:19][CH2:18][NH:17][CH2:16][CH2:15]2)=[CH:10][C:6]=1[C:7]([OH:9])=[O:8])([O-:13])=[O:12], predict the reactants needed to synthesize it. The reactants are: Cl[C:2]1[CH:3]=[CH:4][C:5]([N+:11]([O-:13])=[O:12])=[C:6]([CH:10]=1)[C:7]([OH:9])=[O:8].[NH:14]1[CH2:19][CH2:18][NH:17][CH2:16][CH2:15]1.OS([O-])(=O)=O.[K+]. (5) Given the product [C:1]([O:7][CH2:8][CH2:9][C@@H:10]1[O:41][C@@H:14]2[C@H:15]([OH:40])[C@@H:16]3[O:21][C@H:20]([CH2:22][CH:23]4[CH2:27][O:26][C:25]([CH3:28])([CH3:29])[O:24]4)[C@H:19]([O:30][Si:31]([CH:37]([CH3:39])[CH3:38])([CH:34]([CH3:35])[CH3:36])[O:32][CH3:33])[C@@H:17]3[O:18][C@H:13]2[CH2:12][CH2:11]1)(=[O:6])[C:2]([CH3:3])([CH3:4])[CH3:5], predict the reactants needed to synthesize it. The reactants are: [C:1]([O:7][CH2:8][CH2:9][C@@H:10]1[O:41][C@@H:14]2[C:15](=[O:40])[C@@H:16]3[O:21][C@H:20]([CH2:22][CH:23]4[CH2:27][O:26][C:25]([CH3:29])([CH3:28])[O:24]4)[C@H:19]([O:30][Si:31]([CH:37]([CH3:39])[CH3:38])([CH:34]([CH3:36])[CH3:35])[O:32][CH3:33])[C@@H:17]3[O:18][C@H:13]2[CH2:12][CH2:11]1)(=[O:6])[C:2]([CH3:5])([CH3:4])[CH3:3].[BH4-].[Na+]. (6) Given the product [CH3-:1].[CH3:1][C:2]1[C:7]([CH3:8])=[CH:6][C:5]2[N:9]([C@H:12]3[O:16][C@H:15]([CH2:17][OH:18])[C@@H:14]([O:19][P:20]([O:23][CH:24]([CH2:26][NH:27][C:28]([CH2:30][CH2:31][C@@:32]4([CH3:89])[C:48]5=[N:49][C@@H:34]([C@:35]6([CH3:84])[N-:73][C:38](=[C:39]([CH3:72])[C:40]7[C@:61]([CH2:63][C:64]([NH2:66])=[O:65])([CH3:62])[C@H:60]([CH2:67][CH2:68][C:69]([NH2:71])=[O:70])[C:42](=[CH:43][C:44]8[C:52]([CH3:54])([CH3:53])[C@H:51]([CH2:55][CH2:56][C:57]([NH2:59])=[O:58])[C:46](=[C:47]5[CH3:50])[N:45]=8)[N:41]=7)[C@@H:37]([CH2:74][CH2:75][C:76]([NH2:78])=[O:77])[C@@:36]6([CH2:80][C:81]([NH2:83])=[O:82])[CH3:79])[C@@H:33]4[CH2:85][C:86]([NH2:88])=[O:87])=[O:29])[CH3:25])([O-:22])=[O:21])[C@H:13]3[OH:90])[CH:10]=[N:11][C:4]=2[CH:3]=1.[Co+3:93], predict the reactants needed to synthesize it. The reactants are: [CH3:1][C:2]1[C:7]([CH3:8])=[CH:6][C:5]2[N:9]([C@H:12]3[O:16][C@H:15]([CH2:17][OH:18])[C@@H:14]([O:19][P:20]([O:23][C@@H:24]([CH2:26][NH:27][C:28]([CH2:30][CH2:31][C@@:32]4([CH3:89])[C:48]5=[N:49][C@@H:34]([C@:35]6([CH3:84])[N-:73][C:38](=[C:39]([CH3:72])[C:40]7[C@:61]([CH2:63][C:64]([NH2:66])=[O:65])([CH3:62])[C@H:60]([CH2:67][CH2:68][C:69]([NH2:71])=[O:70])[C:42](=[CH:43][C:44]8[C:52]([CH3:54])([CH3:53])[C@H:51]([CH2:55][CH2:56][C:57]([NH2:59])=[O:58])[C:46](=[C:47]5[CH3:50])[N:45]=8)[N:41]=7)[C@@H:37]([CH2:74][CH2:75][C:76]([NH2:78])=[O:77])[C@@:36]6([CH2:80][C:81]([NH2:83])=[O:82])[CH3:79])[C@@H:33]4[CH2:85][C:86]([NH2:88])=[O:87])=[O:29])[CH3:25])([O-:22])=[O:21])[C@H:13]3[OH:90])[CH:10]=[N:11][C:4]=2[CH:3]=1.[C-]#N.[Co+3:93].[Cl-].C[S+](C)(C)=O.[BH4-].[Na+].[OH-].[Na+]. (7) The reactants are: [H-].[Na+].[Cl:3][C:4]1[C:5]([N:11]2[CH2:15][CH2:14][C@@H:13]([NH:16][C:17](=[O:23])[O:18][C:19]([CH3:22])([CH3:21])[CH3:20])[CH2:12]2)=[CH:6][N:7]=[N:8][C:9]=1[Cl:10].[CH3:24]I.O. Given the product [Cl:3][C:4]1[C:5]([N:11]2[CH2:15][CH2:14][C@@H:13]([N:16]([CH3:24])[C:17](=[O:23])[O:18][C:19]([CH3:20])([CH3:22])[CH3:21])[CH2:12]2)=[CH:6][N:7]=[N:8][C:9]=1[Cl:10], predict the reactants needed to synthesize it. (8) Given the product [C:30]1(=[O:35])[CH2:31][CH2:32][CH2:33][CH2:34][CH:29]1[O:28][C:26]([NH:12][CH2:11][C:4]1([CH2:7][C:8]([OH:10])=[O:9])[CH2:3][CH2:2][CH2:1][CH2:6][CH2:5]1)=[O:27], predict the reactants needed to synthesize it. The reactants are: [CH2:1]1[CH2:6][CH2:5][C:4]([CH2:11][NH2:12])([CH2:7][C:8]([OH:10])=[O:9])[CH2:3][CH2:2]1.Cl[Si](C)(C)C.C(N(CC)CC)C.Cl[C:26]([O:28][CH:29]1[CH2:34][CH2:33][CH2:32][CH2:31][C:30]1(OC)[O:35]C)=[O:27].